From a dataset of Peptide-MHC class I binding affinity with 185,985 pairs from IEDB/IMGT. Regression. Given a peptide amino acid sequence and an MHC pseudo amino acid sequence, predict their binding affinity value. This is MHC class I binding data. (1) The peptide sequence is ERNPYENIL. The MHC is HLA-A02:16 with pseudo-sequence HLA-A02:16. The binding affinity (normalized) is 0.0847. (2) The peptide sequence is KAAVDLSHFL. The MHC is HLA-B44:03 with pseudo-sequence HLA-B44:03. The binding affinity (normalized) is 0.000475. (3) The peptide sequence is KTFGWLWKL. The MHC is Mamu-B6601 with pseudo-sequence Mamu-B6601. The binding affinity (normalized) is 1.00. (4) The peptide sequence is ERWFVRNPF. The MHC is HLA-A02:03 with pseudo-sequence HLA-A02:03. The binding affinity (normalized) is 0.0847. (5) The peptide sequence is KLRQGYRPVF. The MHC is HLA-B27:05 with pseudo-sequence HLA-B27:05. The binding affinity (normalized) is 0.292. (6) The peptide sequence is RTSLSLDYAW. The MHC is HLA-B57:01 with pseudo-sequence HLA-B57:01. The binding affinity (normalized) is 0.845.